From a dataset of Reaction yield outcomes from USPTO patents with 853,638 reactions. Predict the reaction yield, written as a fraction of the theoretical maximum amount of product (1.0 means a 100% yield; for example, 0.34 means a 34% yield). The reactants are Br[C:2]1[CH:3]=[C:4]([CH:9]=[CH:10][CH:11]=1)[C:5]([O:7][CH3:8])=[O:6].[NH2:12][C:13]1[CH:18]=[CH:17][CH:16]=[CH:15][CH:14]=1.C(=O)([O-])[O-].[Cs+].[Cs+].C1(P(C2C=CC=CC=2)C2C=CC3C(=CC=CC=3)C=2C2C3C(=CC=CC=3)C=CC=2P(C2C=CC=CC=2)C2C=CC=CC=2)C=CC=CC=1. The catalyst is C1(C)C=CC=CC=1. The product is [NH:12]([C:2]1[CH:3]=[C:4]([CH:9]=[CH:10][CH:11]=1)[C:5]([O:7][CH3:8])=[O:6])[C:13]1[CH:18]=[CH:17][CH:16]=[CH:15][CH:14]=1. The yield is 0.340.